Dataset: Catalyst prediction with 721,799 reactions and 888 catalyst types from USPTO. Task: Predict which catalyst facilitates the given reaction. Reactant: C([O:5][C:6](=[O:24])[CH2:7][N:8]1[C:16]2[C:11](=[CH:12][C:13]([C:17]([O:19][CH3:20])=[O:18])=[CH:14][CH:15]=2)[C:10]([C:21](=[O:23])[NH2:22])=N1)(C)(C)C.O1CCOC[CH2:26]1. Product: [C:21]([C:10]1[C:11]2[C:16](=[CH:15][CH:14]=[C:13]([C:17]([O:19][CH3:20])=[O:18])[CH:12]=2)[N:8]([CH2:7][C:6]([OH:5])=[O:24])[CH:26]=1)(=[O:23])[NH2:22]. The catalyst class is: 33.